From a dataset of Full USPTO retrosynthesis dataset with 1.9M reactions from patents (1976-2016). Predict the reactants needed to synthesize the given product. (1) Given the product [N+:14]([C:10]1[CH:9]=[C:8]([N:2]2[CH2:5][CH:4]([OH:6])[CH2:3]2)[CH:13]=[CH:12][CH:11]=1)([O-:16])=[O:15], predict the reactants needed to synthesize it. The reactants are: Cl.[NH:2]1[CH2:5][CH:4]([OH:6])[CH2:3]1.F[C:8]1[CH:13]=[CH:12][CH:11]=[C:10]([N+:14]([O-:16])=[O:15])[CH:9]=1.C([O-])([O-])=O.[K+].[K+].O. (2) Given the product [CH:18]1([CH2:21][CH2:22][O:23][S:13]([C:10]2[CH:11]=[CH:12][C:7]([CH3:17])=[CH:8][CH:9]=2)(=[O:15])=[O:14])[CH2:20][CH2:19]1, predict the reactants needed to synthesize it. The reactants are: N1C=CC=CC=1.[C:7]1([CH3:17])[CH:12]=[CH:11][C:10]([S:13](Cl)(=[O:15])=[O:14])=[CH:9][CH:8]=1.[CH:18]1([CH2:21][CH2:22][OH:23])[CH2:20][CH2:19]1.O. (3) Given the product [NH:18]([C:9]1[N:8]=[C:7]([C:2]2[CH:3]=[CH:4][CH:5]=[CH:6][N:1]=2)[CH:12]=[CH:11][N:10]=1)[NH2:19], predict the reactants needed to synthesize it. The reactants are: [N:1]1[CH:6]=[CH:5][CH:4]=[CH:3][C:2]=1[C:7]1[CH:12]=[CH:11][NH:10][C:9](=O)[N:8]=1.O.[OH-].[Na+].O.[NH2:18][NH2:19]. (4) Given the product [Cl:5][C:6]1[CH:7]=[N:8][N:9]([C:11]2([C:14]3[NH:18][C:35]4=[N:34][C:33]([N:37]5[CH2:42][CH2:41][CH2:40][C@@H:39]([C:43]([O:45][CH2:46][CH3:47])=[O:44])[CH2:38]5)=[CH:32][CH:31]=[C:30]4[N:29]=3)[CH2:12][CH2:13]2)[CH:10]=1, predict the reactants needed to synthesize it. The reactants are: C(O)(=O)C.[Cl:5][C:6]1[CH:7]=[N:8][N:9]([C:11]2([C:14](=[NH:18])OCC)[CH2:13][CH2:12]2)[CH:10]=1.[S].C(N(CC)CC)C.Cl.Cl.[NH2:29][C:30]1[CH:31]=[CH:32][C:33]([N:37]2[CH2:42][CH2:41][CH2:40][C@@H:39]([C:43]([O:45][CH2:46][CH3:47])=[O:44])[CH2:38]2)=[N:34][C:35]=1N. (5) The reactants are: [CH2:1]([O:3][C:4](=[O:13])[CH2:5][C:6]1[CH:7]=[N:8][C:9](Cl)=[CH:10][CH:11]=1)[CH3:2].P([O-])([O-])([O-])=O.[K+].[K+].[K+].[CH3:22][C:23]1[CH:24]=[C:25]([C:39]([C:44]2[CH:49]=[CH:48][C:47](/[CH:50]=[CH:51]/[C:52]([CH2:56][CH3:57])([OH:55])[CH2:53][CH3:54])=[C:46]([CH3:58])[CH:45]=2)([CH2:42][CH3:43])[CH2:40][CH3:41])[CH:26]=[C:27]([CH3:38])[C:28]=1B1OC(C)(C)C(C)(C)O1.C(OCC)(=O)C. Given the product [CH2:1]([O:3][C:4](=[O:13])[CH2:5][C:6]1[CH:7]=[N:8][C:9]([C:28]2[C:27]([CH3:38])=[CH:26][C:25]([C:39]([CH2:40][CH3:41])([C:44]3[CH:49]=[CH:48][C:47](/[CH:50]=[CH:51]/[C:52]([CH2:56][CH3:57])([OH:55])[CH2:53][CH3:54])=[C:46]([CH3:58])[CH:45]=3)[CH2:42][CH3:43])=[CH:24][C:23]=2[CH3:22])=[CH:10][CH:11]=1)[CH3:2], predict the reactants needed to synthesize it. (6) Given the product [NH2:31][C:28]([C:26]1[CH:25]=[CH:24][N:23]=[C:22]([NH:1][C:2]2[CH:3]=[C:4]3[C:9](=[C:10]([NH:12][C:13]([CH3:15])([CH3:16])[CH3:14])[N:11]=2)[C:8](=[O:17])[N:7]([CH2:18][CH2:19][OH:20])[CH:6]=[CH:5]3)[CH:27]=1)([CH3:30])[CH3:29], predict the reactants needed to synthesize it. The reactants are: [NH2:1][C:2]1[CH:3]=[C:4]2[C:9](=[C:10]([NH:12][C:13]([CH3:16])([CH3:15])[CH3:14])[N:11]=1)[C:8](=[O:17])[N:7]([CH2:18][CH2:19][OH:20])[CH:6]=[CH:5]2.Cl[C:22]1[CH:27]=[C:26]([C:28]([NH2:31])([CH3:30])[CH3:29])[CH:25]=[CH:24][N:23]=1.CC([O-])(C)C.[Na+].C1C=CC(P(C2C(C3C(P(C4C=CC=CC=4)C4C=CC=CC=4)=CC=C4C=3C=CC=C4)=C3C(C=CC=C3)=CC=2)C2C=CC=CC=2)=CC=1.